Dataset: Forward reaction prediction with 1.9M reactions from USPTO patents (1976-2016). Task: Predict the product of the given reaction. (1) The product is: [CH:11]([O:14][CH2:15][CH2:16][NH:17][C:2]1[CH:7]=[CH:6][C:5]([N+:8]([O-:10])=[O:9])=[CH:4][CH:3]=1)([CH3:13])[CH3:12]. Given the reactants F[C:2]1[CH:7]=[CH:6][C:5]([N+:8]([O-:10])=[O:9])=[CH:4][CH:3]=1.[CH:11]([O:14][CH2:15][CH2:16][NH2:17])([CH3:13])[CH3:12].C([O-])([O-])=O.[K+].[K+], predict the reaction product. (2) Given the reactants C1(P(C2CCCCC2)C2C=CC=CC=2C2C=CC=CC=2)CCCCC1.Br[C:27]1[CH:28]=[C:29]2[C:35]([CH:36]([C:38]3[CH:39]=[C:40]4[C:45](=[CH:46][CH:47]=3)[N:44]=[CH:43][CH:42]=[CH:41]4)[CH3:37])=[N:34][O:33][C:30]2=[N:31][CH:32]=1.C([Sn](CCCC)(CCCC)[C:53]1[N:54]=[CH:55][S:56][CH:57]=1)CCC, predict the reaction product. The product is: [S:56]1[CH:57]=[C:53]([C:27]2[CH:28]=[C:29]3[C:35]([CH:36]([C:38]4[CH:39]=[C:40]5[C:45](=[CH:46][CH:47]=4)[N:44]=[CH:43][CH:42]=[CH:41]5)[CH3:37])=[N:34][O:33][C:30]3=[N:31][CH:32]=2)[N:54]=[CH:55]1. (3) Given the reactants [O:1]=[C:2]1[C:7]2[CH:8]=[CH:9][CH:10]=[CH:11][C:6]=2[S:5][C:4]([C:12]2[N:17]=[C:16]([S:18]([CH2:20][C:21]([O:23]C(C)(C)C)=[O:22])=[O:19])[CH:15]=[CH:14][CH:13]=2)=[N:3]1.C(OC(C)C)(C)C, predict the reaction product. The product is: [O:1]=[C:2]1[C:7]2[CH:8]=[CH:9][CH:10]=[CH:11][C:6]=2[S:5][C:4]([C:12]2[N:17]=[C:16]([S:18]([CH2:20][C:21]([OH:23])=[O:22])=[O:19])[CH:15]=[CH:14][CH:13]=2)=[N:3]1. (4) Given the reactants Cl[C:2]1[CH:3]=[CH:4][C:5]2[N:6]([C:8]([C:11]([F:14])([F:13])[F:12])=[N:9][N:10]=2)[N:7]=1.[C@@H:15]12[N:22]([C:23]([O:25][C:26]([CH3:29])([CH3:28])[CH3:27])=[O:24])[C@@H:19]([CH2:20][CH2:21]1)[CH2:18][NH:17][CH2:16]2.CCN(C(C)C)C(C)C, predict the reaction product. The product is: [F:12][C:11]([F:14])([F:13])[C:8]1[N:6]2[N:7]=[C:2]([N:17]3[CH2:16][C@H:15]4[N:22]([C:23]([O:25][C:26]([CH3:29])([CH3:28])[CH3:27])=[O:24])[C@H:19]([CH2:20][CH2:21]4)[CH2:18]3)[CH:3]=[CH:4][C:5]2=[N:10][N:9]=1. (5) Given the reactants C([O:3][C:4]([C:6]1([C:9]2[CH:14]=[CH:13][C:12]([C:15]3[CH:20]=[CH:19][C:18]([C:21]4[S:22][C:23]([F:40])=[CH:24][C:25]=4[NH:26][C:27]([O:29][C@@H:30]([C:32]4[CH:37]=[CH:36][C:35]([F:38])=[C:34]([F:39])[CH:33]=4)[CH3:31])=[O:28])=[CH:17][CH:16]=3)=[CH:11][CH:10]=2)[CH2:8][CH2:7]1)=[O:5])C.[OH-].[Na+].Cl, predict the reaction product. The product is: [F:39][C:34]1[CH:33]=[C:32]([C@H:30]([O:29][C:27]([NH:26][C:25]2[CH:24]=[C:23]([F:40])[S:22][C:21]=2[C:18]2[CH:19]=[CH:20][C:15]([C:12]3[CH:13]=[CH:14][C:9]([C:6]4([C:4]([OH:5])=[O:3])[CH2:7][CH2:8]4)=[CH:10][CH:11]=3)=[CH:16][CH:17]=2)=[O:28])[CH3:31])[CH:37]=[CH:36][C:35]=1[F:38]. (6) Given the reactants [Cl:1][C:2]1[CH:7]=[C:6]([N+:8]([O-])=O)[CH:5]=[CH:4][C:3]=1[CH2:11][S:12][C:13]1[N:18]=[C:17]([OH:19])[CH:16]=[C:15]([CH3:20])[N:14]=1.[NH4+].[Cl-].C(Cl)Cl, predict the reaction product. The product is: [NH2:8][C:6]1[CH:5]=[CH:4][C:3]([CH2:11][S:12][C:13]2[N:18]=[C:17]([OH:19])[CH:16]=[C:15]([CH3:20])[N:14]=2)=[C:2]([Cl:1])[CH:7]=1. (7) Given the reactants [Br:1]Br.C1(P(C2C=CC=CC=2)C2C=CC=CC=2)C=CC=CC=1.N1C=CN=C1.[Cl:27][C:28]1[CH:29]=[C:30]([CH2:37]O)[CH:31]=[C:32](/[CH:34]=[CH:35]/[CH3:36])[CH:33]=1, predict the reaction product. The product is: [Br:1][CH2:37][C:30]1[CH:31]=[C:32](/[CH:34]=[CH:35]/[CH3:36])[CH:33]=[C:28]([Cl:27])[CH:29]=1.